Predict the reactants needed to synthesize the given product. From a dataset of Full USPTO retrosynthesis dataset with 1.9M reactions from patents (1976-2016). (1) Given the product [O:28]1[C:27]2[CH:31]=[CH:32][C:24]([C:22]3[C:21]([C:33]4[CH:38]=[CH:37][CH:36]=[C:35]([CH3:39])[N:34]=4)=[N:20][N:19]([CH2:18][CH2:17][O:16][CH2:15][CH2:14][O:13][C:8]45[CH2:7][CH2:6][C:5]([C:3]([OH:4])=[O:2])([CH2:12][CH2:11]4)[CH2:10][CH2:9]5)[CH:23]=3)=[CH:25][C:26]=2[O:30][CH2:29]1, predict the reactants needed to synthesize it. The reactants are: C[O:2][C:3]([C:5]12[CH2:12][CH2:11][C:8]([O:13][CH2:14][CH2:15][O:16][CH2:17][CH2:18][N:19]3[CH:23]=[C:22]([C:24]4[CH:32]=[CH:31][C:27]5[O:28][CH2:29][O:30][C:26]=5[CH:25]=4)[C:21]([C:33]4[CH:38]=[CH:37][CH:36]=[C:35]([CH3:39])[N:34]=4)=[N:20]3)([CH2:9][CH2:10]1)[CH2:7][CH2:6]2)=[O:4]. (2) Given the product [Se:3]1[CH:4]=[CH:5][CH:6]=[C:2]1[C:11]1[CH:12]=[CH:13][C:8]([OH:7])=[CH:9][CH:10]=1, predict the reactants needed to synthesize it. The reactants are: I[C:2]1[Se:3][CH:4]=[CH:5][CH:6]=1.[OH:7][C:8]1[CH:13]=[CH:12][CH:11]=[CH:10][C:9]=1B(O)O.C(=O)([O-])[O-].[Na+].[Na+]. (3) Given the product [Cl:1][C:2]1[CH:11]=[C:10]([CH:12]([NH2:27])[CH3:13])[C:9]([N:15]2[CH2:19][CH2:18][C@H:17]([F:20])[CH2:16]2)=[C:8]2[C:3]=1[CH:4]=[CH:5][CH:6]=[N:7]2, predict the reactants needed to synthesize it. The reactants are: [Cl:1][C:2]1[CH:11]=[C:10]([C:12](=O)[CH3:13])[C:9]([N:15]2[CH2:19][CH2:18][C@H:17]([F:20])[CH2:16]2)=[C:8]2[C:3]=1[CH:4]=[CH:5][CH:6]=[N:7]2.C([O-])(=O)C.[NH4+].C([BH3-])#[N:27].[Na+]. (4) Given the product [OH:1][C:2]1([CH2:14][CH2:15][O:16][S:23]([C:20]2[CH:21]=[CH:22][C:17]([CH3:27])=[CH:18][CH:19]=2)(=[O:25])=[O:24])[CH2:6][CH2:5][N:4]([C:7]([O:9][C:10]([CH3:11])([CH3:12])[CH3:13])=[O:8])[CH2:3]1, predict the reactants needed to synthesize it. The reactants are: [OH:1][C:2]1([CH2:14][CH2:15][OH:16])[CH2:6][CH2:5][N:4]([C:7]([O:9][C:10]([CH3:13])([CH3:12])[CH3:11])=[O:8])[CH2:3]1.[C:17]1([CH3:27])[CH:22]=[CH:21][C:20]([S:23](Cl)(=[O:25])=[O:24])=[CH:19][CH:18]=1. (5) Given the product [Cl:89][C:66]([Cl:65])([Cl:90])[CH2:67][O:68][C:69]([C@@H:71]1[CH2:76][CH2:75][CH2:74][N:73]([C:77](=[O:88])[C@@H:78]([NH:80][C:81](=[O:87])[C@@H:82]([O:25][C:24](=[O:26])[C:23]([CH2:27][F:28])([CH2:29][F:30])/[CH:22]=[CH:21]/[C:15]2[CH:14]=[C:13]3[C:18]([CH:19]=[CH:20][C:11]([C@H:9]([NH:8][C:6]([O:5][C:1]([CH3:3])([CH3:2])[CH3:4])=[O:7])[CH3:10])=[N:12]3)=[CH:17][CH:16]=2)[CH:83]([CH3:84])[CH3:85])[CH3:79])[NH:72]1)=[O:70], predict the reactants needed to synthesize it. The reactants are: [C:1]([O:5][C:6]([NH:8][C@@H:9]([C:11]1[CH:20]=[CH:19][C:18]2[C:13](=[CH:14][C:15](/[CH:21]=[CH:22]/[C:23]([CH2:29][F:30])([CH2:27][F:28])[C:24]([OH:26])=[O:25])=[CH:16][CH:17]=2)[N:12]=1)[CH3:10])=[O:7])([CH3:4])([CH3:3])[CH3:2].C(N(CC)C(C)C)(C)C.CC1C=CC=C([N+]([O-])=O)C=1C(OC(=O)C1C([N+]([O-])=O)=CC=CC=1C)=O.[Cl:65][C:66]([Cl:90])([Cl:89])[CH2:67][O:68][C:69]([C@@H:71]1[CH2:76][CH2:75][CH2:74][N:73]([C:77](=[O:88])[C@@H:78]([NH:80][C:81](=[O:87])[C@@H:82](O)[CH:83]([CH3:85])[CH3:84])[CH3:79])[NH:72]1)=[O:70]. (6) Given the product [F:1][C:2]1[CH:3]=[C:4]([CH:33]=[CH:34][C:35]=1[F:36])[CH2:5][NH:6][C:7]([C:9]1[C:17]2[C:12](=[CH:13][C:14]([C:18]([OH:20])=[O:19])=[CH:15][CH:16]=2)[N:11]([CH2:23][C:24]2[CH:25]=[N:26][CH:27]=[CH:28][CH:29]=2)[C:10]=1[CH:30]([CH3:32])[CH3:31])=[O:8], predict the reactants needed to synthesize it. The reactants are: [F:1][C:2]1[CH:3]=[C:4]([CH:33]=[CH:34][C:35]=1[F:36])[CH2:5][NH:6][C:7]([C:9]1[C:17]2[C:12](=[CH:13][C:14]([C:18]([O:20]CC)=[O:19])=[CH:15][CH:16]=2)[N:11]([CH2:23][C:24]2[CH:25]=[N:26][CH:27]=[CH:28][CH:29]=2)[C:10]=1[CH:30]([CH3:32])[CH3:31])=[O:8].[OH-].[Na+].O. (7) Given the product [CH3:26][N:25]([CH3:28])[CH2:24][CH2:23][NH:27][C:20](=[O:21])[CH2:19][C:16]1[CH:15]=[CH:14][C:13]([NH:12][C:4]2[N:3]=[N+:2]([O-:1])[C:7]3[CH:8]=[CH:9][CH:10]=[CH:11][C:6]=3[N:5]=2)=[CH:18][CH:17]=1, predict the reactants needed to synthesize it. The reactants are: [O-:1][N+:2]1[C:7]2[CH:8]=[CH:9][CH:10]=[CH:11][C:6]=2[N:5]=[C:4]([NH:12][C:13]2[CH:18]=[CH:17][C:16]([CH2:19][C:20](O)=[O:21])=[CH:15][CH:14]=2)[N:3]=1.[CH:23]1[N:27]=[CH:26][N:25]([C:28](N2C=NC=C2)=O)[CH:24]=1.CNN(CC)NC. (8) The reactants are: C1CCN2C(=NCCC2)CC1.[NH:12]1[CH:16]=[N:15][CH:14]=[N:13]1.[CH3:17][O:18][CH2:19][CH2:20]Br. Given the product [CH3:17][O:18][CH2:19][CH2:20][N:12]1[CH:16]=[N:15][CH:14]=[N:13]1, predict the reactants needed to synthesize it. (9) Given the product [C:1]([O:5][C@@H:6]([C:11]1[C:40]([CH3:41])=[C:39]([CH2:42][CH3:43])[C:38]2=[N:44][C:35]3=[CH:36][N:37]2[C:12]=1[N:13]1[CH2:14][CH2:15][C:16]([CH3:51])([O:17][CH2:18][CH2:19][CH2:20][CH2:21][C@H:22]([CH3:48])[O:23][C:24]2[CH:25]=[C:26]([F:47])[C:27]([F:46])=[CH:28][C:29]=2[C:30]2[CH:45]=[C:34]3[CH:33]=[CH:32][CH:31]=2)[CH2:49][CH2:50]1)[C:7]([O:9][CH3:10])=[O:8])([CH3:2])([CH3:3])[CH3:4], predict the reactants needed to synthesize it. The reactants are: [C:1]([O:5][C@@H:6]([C:11]1[C:40]([CH3:41])=[C:39]([CH:42]=[CH2:43])[C:38]2=[N:44][C:35]3=[CH:36][N:37]2[C:12]=1[N:13]1[CH2:50][CH2:49][C:16]([CH3:51])([O:17][CH2:18][CH2:19][CH2:20][CH2:21][C@H:22]([CH3:48])[O:23][C:24]2[CH:25]=[C:26]([F:47])[C:27]([F:46])=[CH:28][C:29]=2[C:30]2[CH:45]=[C:34]3[CH:33]=[CH:32][CH:31]=2)[CH2:15][CH2:14]1)[C:7]([O:9][CH3:10])=[O:8])([CH3:4])([CH3:3])[CH3:2].C(O[C@@H](C1C(C)=C(CC)C2=NC3=CN2C=1N1CCC(C)(OCCCC[C@H](C)OC2C=CC(F)=CC=2C2C=C3C=CC=2)CC1)C(OC)=O)(C)(C)C. (10) Given the product [CH:1](=[O:12])[C:9]1[CH:4]=[CH:5][CH:6]=[CH:7][CH:8]=1.[C:4]1([C:3]#[CH:2])[CH:9]=[CH:8][CH:7]=[CH:6][CH:5]=1, predict the reactants needed to synthesize it. The reactants are: [CH2:1]1[C:9]2[C:4](=[CH:5][CH:6]=[CH:7][CH:8]=2)[C@@H:3](N)[C@H:2]1O.[O:12]1CCNC1.